From a dataset of Forward reaction prediction with 1.9M reactions from USPTO patents (1976-2016). Predict the product of the given reaction. (1) Given the reactants [BH4-].[Na+].[CH3:3][C:4]1([CH3:24])[C:13](=[O:14])[C:12]2[CH:15]=[CH:16][CH:17]=[C:10]3[C:11]=2[N:6]2[C:7](=[N:22][CH:23]=[C:5]12)[C:8]1[CH:21]=[CH:20][CH:19]=[CH:18][C:9]=13, predict the reaction product. The product is: [CH3:3][C:4]1([CH3:24])[CH:13]([OH:14])[C:12]2[CH:15]=[CH:16][CH:17]=[C:10]3[C:11]=2[N:6]2[C:7](=[N:22][CH:23]=[C:5]12)[C:8]1[CH:21]=[CH:20][CH:19]=[CH:18][C:9]=13. (2) Given the reactants [CH2:1]([CH:3]1[CH2:7][CH:6]([OH:8])[CH2:5][CH:4]1[C:9]([O:11][CH2:12][CH3:13])=[O:10])[CH3:2].[CH3:14][C:15]([Si:18](Cl)([CH3:20])[CH3:19])([CH3:17])[CH3:16].N1C=CN=C1.CCCCCCC, predict the reaction product. The product is: [Si:18]([O:8][CH:6]1[CH2:5][CH:4]([C:9]([O:11][CH2:12][CH3:13])=[O:10])[CH:3]([CH2:1][CH3:2])[CH2:7]1)([C:15]([CH3:17])([CH3:16])[CH3:14])([CH3:20])[CH3:19]. (3) Given the reactants [CH3:1][C:2]([S:5]([NH2:7])=[O:6])([CH3:4])[CH3:3].[CH3:8][O:9][C:10]1[CH:11]=[C:12]([CH:23]=[CH:24][CH:25]=1)[C:13]([C:15]1[C:16]([C:21]#[N:22])=[N:17][CH:18]=[CH:19][CH:20]=1)=O.CO.C([O-])(O)=O.[Na+], predict the reaction product. The product is: [C:21]([C:16]1[C:15]([C:13]([C:12]2[CH:23]=[CH:24][CH:25]=[C:10]([O:9][CH3:8])[CH:11]=2)=[N:7][S:5]([C:2]([CH3:4])([CH3:3])[CH3:1])=[O:6])=[CH:20][CH:19]=[CH:18][N:17]=1)#[N:22].